This data is from Forward reaction prediction with 1.9M reactions from USPTO patents (1976-2016). The task is: Predict the product of the given reaction. (1) Given the reactants [CH3:1][O:2][C:3]1[CH:4]=[C:5]2[C:8](=[CH:9][C:10]=1[O:11][CH3:12])[C@@H:7]([CH2:13][N:14]([CH3:35])[C:15](=N)[CH2:16][CH2:17][N:18]1[C:24](=[O:25])[CH2:23][C:22]3[CH:26]=[C:27]([O:32][CH3:33])[C:28]([O:30][CH3:31])=[CH:29][C:21]=3[CH2:20][CH2:19]1)[CH2:6]2.[BH4-].[BH4-].[BH4-].[BH4-].[Na+].[Na+].[Na+].[Na+].[OH-].[Na+].ClCCl, predict the reaction product. The product is: [CH3:1][O:2][C:3]1[CH:4]=[C:5]2[C:8](=[CH:9][C:10]=1[O:11][CH3:12])[C@@H:7]([CH2:13][N:14]([CH3:35])[CH2:15][CH2:16][CH2:17][N:18]1[C:24](=[O:25])[CH2:23][C:22]3[CH:26]=[C:27]([O:32][CH3:33])[C:28]([O:30][CH3:31])=[CH:29][C:21]=3[CH2:20][CH2:19]1)[CH2:6]2. (2) Given the reactants Br[C:2]1[CH:3]=[N:4][N:5]([CH2:7][CH2:8][N:9]2[C:17](=[O:18])[C:16]3[C:11](=[CH:12][CH:13]=[CH:14][CH:15]=3)[C:10]2=[O:19])[CH:6]=1.[C:20]([N:23]1[C:32]2[C:27](=[CH:28][C:29](B3OC(C)(C)C(C)(C)O3)=[CH:30][CH:31]=2)[CH:26]([NH:42][C:43](=[O:48])[O:44][CH:45]([CH3:47])[CH3:46])[CH2:25][CH:24]1[CH3:49])(=[O:22])[CH3:21].C(=O)([O-])[O-].[K+].[K+].C1(C)C=CC=CC=1, predict the reaction product. The product is: [C:20]([N:23]1[C:32]2[C:27](=[CH:28][C:29]([C:2]3[CH:3]=[N:4][N:5]([CH2:7][CH2:8][N:9]4[C:17](=[O:18])[C:16]5[C:11](=[CH:12][CH:13]=[CH:14][CH:15]=5)[C:10]4=[O:19])[CH:6]=3)=[CH:30][CH:31]=2)[C@H:26]([NH:42][C:43](=[O:48])[O:44][CH:45]([CH3:46])[CH3:47])[CH2:25][C@@H:24]1[CH3:49])(=[O:22])[CH3:21]. (3) Given the reactants [NH2:1][C:2]1[S:14][C:13]2[CH2:12][C@@H:11]3[C@H:6]([CH2:7][C@@H:8]([C:16]([N:18]([CH2:28][CH3:29])[C:19]([NH:21][C@@H:22]([CH3:27])[CH2:23][N:24]([CH3:26])[CH3:25])=[O:20])=[O:17])[CH2:9][N:10]3[CH3:15])[CH2:5][C:4]=2[C:3]=1[C:30]#[N:31].[ClH:32].C(OC(C)C)(C)C, predict the reaction product. The product is: [ClH:32].[ClH:32].[NH2:1][C:2]1[S:14][C:13]2[CH2:12][C@@H:11]3[C@H:6]([CH2:7][C@@H:8]([C:16]([N:18]([CH2:28][CH3:29])[C:19]([NH:21][C@@H:22]([CH3:27])[CH2:23][N:24]([CH3:25])[CH3:26])=[O:20])=[O:17])[CH2:9][N:10]3[CH3:15])[CH2:5][C:4]=2[C:3]=1[C:30]#[N:31]. (4) The product is: [S:1]1[C:5]2[CH:6]=[CH:7][CH:8]=[CH:9][C:4]=2[C:3]([CH2:10][CH2:11][CH2:12][N:13]([CH2:26][CH3:27])[CH:14]2[CH2:23][C:22]3[C:17](=[CH:18][CH:19]=[CH:20][C:21]=3[O:24][CH3:25])[O:16][CH2:15]2)=[CH:2]1. Given the reactants [S:1]1[C:5]2[CH:6]=[CH:7][CH:8]=[CH:9][C:4]=2[C:3]([CH2:10][CH2:11][CH2:12][NH:13][CH:14]2[CH2:23][C:22]3[C:17](=[CH:18][CH:19]=[CH:20][C:21]=3[O:24][CH3:25])[O:16][CH2:15]2)=[CH:2]1.[CH:26](=O)[CH3:27].C(O)(=O)C.C([BH3-])#N.[Na+], predict the reaction product. (5) Given the reactants [Br:1]N1C(=O)CCC1=O.[C:9]([C:11]1[C:20]2[C:15](=[CH:16][CH:17]=[CH:18][CH:19]=2)[C:14]([N:21]2[CH:25]=[CH:24][N:23]=[C:22]2[S:26][CH2:27][C:28]([O:30][CH2:31][CH3:32])=[O:29])=[CH:13][CH:12]=1)#[N:10], predict the reaction product. The product is: [Br:1][C:25]1[N:21]([C:14]2[C:15]3[C:20](=[CH:19][CH:18]=[CH:17][CH:16]=3)[C:11]([C:9]#[N:10])=[CH:12][CH:13]=2)[C:22]([S:26][CH2:27][C:28]([O:30][CH2:31][CH3:32])=[O:29])=[N:23][CH:24]=1. (6) Given the reactants [OH:1][C:2]1[CH:7]=[CH:6][C:5]([C:8](=[O:23])[CH:9]=[CH:10][C:11]2[CH:16]=[C:15]([O:17][CH3:18])[C:14]([O:19][CH3:20])=[C:13]([O:21][CH3:22])[CH:12]=2)=[CH:4][CH:3]=1.[CH3:24][N:25]([C:29]1[CH:34]=[CH:33][CH:32]=[CH:31][CH:30]=1)[C:26](Cl)=[O:27], predict the reaction product. The product is: [CH3:22][O:21][C:13]1[CH:12]=[C:11]([CH:10]=[CH:9][C:8]([C:5]2[CH:6]=[CH:7][C:2]([O:1][C:26](=[O:27])[N:25]([CH3:24])[C:29]3[CH:34]=[CH:33][CH:32]=[CH:31][CH:30]=3)=[CH:3][CH:4]=2)=[O:23])[CH:16]=[C:15]([O:17][CH3:18])[C:14]=1[O:19][CH3:20]. (7) Given the reactants Cl.Cl.[N:3]1[C:11]2[CH:10]=[CH:9][N:8]=[CH:7][C:6]=2[O:5][C:4]=1[NH:12][CH:13]1[CH2:18][CH2:17][NH:16][CH2:15][CH2:14]1.[CH3:19][O:20][C:21]1[CH:28]=[CH:27][C:24]([CH:25]=O)=[CH:23][C:22]=1[O:29][CH2:30][CH2:31][CH3:32], predict the reaction product. The product is: [CH3:19][O:20][C:21]1[CH:28]=[CH:27][C:24]([CH2:25][N:16]2[CH2:17][CH2:18][CH:13]([NH:12][C:4]3[O:5][C:6]4[CH:7]=[N:8][CH:9]=[CH:10][C:11]=4[N:3]=3)[CH2:14][CH2:15]2)=[CH:23][C:22]=1[O:29][CH2:30][CH2:31][CH3:32].